Dataset: Full USPTO retrosynthesis dataset with 1.9M reactions from patents (1976-2016). Task: Predict the reactants needed to synthesize the given product. Given the product [NH2:39][C@H:40]([C:48]([OH:50])=[O:49])[CH2:41][CH2:42][CH2:43][NH:44][C:45](=[NH:46])[NH2:47].[Br:1][C:2]1[O:6][C:5]([C@H:7]([O:17][C:18]2[CH:23]=[CH:22][C:21]([F:24])=[C:20]([C:25](=[O:27])[NH2:26])[C:19]=2[F:28])[CH2:8][O:9][C:10](=[O:16])[CH2:11][CH2:12][C:13]([OH:15])=[O:14])=[N:4][C:3]=1[C:29]1[CH:30]=[CH:31][C:32]([C:35]([F:36])([F:37])[F:38])=[CH:33][CH:34]=1, predict the reactants needed to synthesize it. The reactants are: [Br:1][C:2]1[O:6][C:5]([C@H:7]([O:17][C:18]2[CH:23]=[CH:22][C:21]([F:24])=[C:20]([C:25](=[O:27])[NH2:26])[C:19]=2[F:28])[CH2:8][O:9][C:10](=[O:16])[CH2:11][CH2:12][C:13]([OH:15])=[O:14])=[N:4][C:3]=1[C:29]1[CH:34]=[CH:33][C:32]([C:35]([F:38])([F:37])[F:36])=[CH:31][CH:30]=1.[NH2:39][C@H:40]([C:48]([OH:50])=[O:49])[CH2:41][CH2:42][CH2:43][NH:44][C:45](=[NH:47])[NH2:46].